This data is from Reaction yield outcomes from USPTO patents with 853,638 reactions. The task is: Predict the reaction yield, written as a fraction of the theoretical maximum amount of product (1.0 means a 100% yield; for example, 0.34 means a 34% yield). (1) The reactants are COC[O:4][C@@H:5]1[CH2:10][C@:9]2([CH3:28])[C@@H:11]([CH2:14][N:15]3[CH:19]=[C:18]([C:20]4[CH:25]=[CH:24][C:23]([O:26][CH3:27])=[CH:22][CH:21]=4)[N:17]=[N:16]3)[CH2:12][CH2:13][C@:8]2([O:29]COC)[CH:7]2[CH2:33][CH2:34][C@@:35]3([OH:51])[C@@:44]4([CH:6]12)[C@H:39]([O:40]C(C)(C)[O:42][CH2:43]4)[CH2:38][C@H:37]([O:47]COC)[CH2:36]3. The catalyst is Cl.CO. The product is [OH:42][CH2:43][C@:44]12[C@H:39]([OH:40])[CH2:38][C@H:37]([OH:47])[CH2:36][C@@:35]1([OH:51])[CH2:34][CH2:33][CH:7]1[CH:6]2[C@H:5]([OH:4])[CH2:10][C@@:9]2([CH3:28])[C@:8]1([OH:29])[CH2:13][CH2:12][C@@H:11]2[CH2:14][N:15]1[CH:19]=[C:18]([C:20]2[CH:25]=[CH:24][C:23]([O:26][CH3:27])=[CH:22][CH:21]=2)[N:17]=[N:16]1. The yield is 0.510. (2) The reactants are [NH2:1][C:2]1[CH:7]=[CH:6][C:5]([N:8]2[C:16]3[C:11](=[CH:12][CH:13]=[CH:14][CH:15]=3)[C:10]([C:17]([O:19][CH3:20])=[O:18])=[N:9]2)=[CH:4][CH:3]=1.O=C(Cl)[O:23][C:24](Cl)(Cl)Cl.C(N(CC)CC)C.[N:36]1[CH:41]=[CH:40][CH:39]=[C:38]([CH2:42][NH2:43])[CH:37]=1. The catalyst is C(Cl)Cl. The product is [N:36]1[CH:41]=[CH:40][CH:39]=[C:38]([CH2:42][NH:43][C:24]([NH:1][C:2]2[CH:7]=[CH:6][C:5]([N:8]3[C:16]4[C:11](=[CH:12][CH:13]=[CH:14][CH:15]=4)[C:10]([C:17]([O:19][CH3:20])=[O:18])=[N:9]3)=[CH:4][CH:3]=2)=[O:23])[CH:37]=1. The yield is 0.950. (3) The reactants are [CH2:1]([O:8][C:9]([NH:11][C@H:12]([C:19]([OH:21])=O)[CH2:13][O:14][C:15]([CH3:18])([CH3:17])[CH3:16])=[O:10])[C:2]1[CH:7]=[CH:6][CH:5]=[CH:4][CH:3]=1.C(N1C=CN=C1)(N1C=CN=C1)=O.C(NC(C)C)(C)C.[C:41]([O:44][CH2:45][CH3:46])(=[O:43])[CH3:42]. The catalyst is C1COCC1.O.C(O)(=O)C. The product is [CH2:1]([O:8][C:9]([NH:11][C@@H:12]([CH2:13][O:14][C:15]([CH3:16])([CH3:17])[CH3:18])[C:19](=[O:21])[CH2:42][C:41]([O:44][CH2:45][CH3:46])=[O:43])=[O:10])[C:2]1[CH:3]=[CH:4][CH:5]=[CH:6][CH:7]=1. The yield is 0.620. (4) The reactants are [CH2:1]([N:3]([C:21]1[CH:26]=[CH:25][CH:24]=[CH:23][CH:22]=1)[C:4]([C:6]1[C:7](=[O:20])[N:8]([CH3:19])[C:9]2[C:14]([C:15]=1[OH:16])=[C:13]([CH2:17][CH3:18])[CH:12]=[CH:11][CH:10]=2)=[O:5])[CH3:2].[OH-].[Na+].C(Cl)(Cl)Cl.O.O.C([O-])(=O)C.[Zn+2:39].C([O-])(=O)C. The catalyst is C(O)C.O. The product is [Zn:39].[CH2:1]([N:3]([C:21]1[CH:22]=[CH:23][CH:24]=[CH:25][CH:26]=1)[C:4]([C:6]1[C:7](=[O:20])[N:8]([CH3:19])[C:9]2[C:14]([C:15]=1[OH:16])=[C:13]([CH2:17][CH3:18])[CH:12]=[CH:11][CH:10]=2)=[O:5])[CH3:2]. The yield is 0.760. (5) The reactants are [I:1][C:2]1[CH:3]=[C:4](N)[C:5]([Cl:8])=[N:6][CH:7]=1.N([O-])=O.[Na+].[NH4+].[OH-].[ClH:16]. The catalyst is Cl[Cu]. The product is [Cl:8][C:5]1[C:4]([Cl:16])=[CH:3][C:2]([I:1])=[CH:7][N:6]=1. The yield is 0.700. (6) The reactants are [OH:1][C:2]1[CH:22]=[CH:21][C:5]([CH2:6][C:7]2[CH:16]=[CH:15][C:10]([C:11]([O:13][CH3:14])=[O:12])=[CH:9][C:8]=2[O:17][CH2:18][O:19][CH3:20])=[CH:4][CH:3]=1.[CH:23]([Sn](C=C)(C=C)C=C)=[CH2:24].C([O-])(=O)C.[NH4+]. The catalyst is C(#N)C.C([O-])(=O)C.[Cu+2].C([O-])(=O)C. The product is [CH3:20][O:19][CH2:18][O:17][C:8]1[CH:9]=[C:10]([CH:15]=[CH:16][C:7]=1[CH2:6][C:5]1[CH:4]=[CH:3][C:2]([O:1][CH:23]=[CH2:24])=[CH:22][CH:21]=1)[C:11]([O:13][CH3:14])=[O:12]. The yield is 0.860. (7) The reactants are [Br:1][C:2]1[CH:3]=[C:4]2[C:9](=[CH:10][CH:11]=1)[N:8]=[CH:7][C:6]([C:12](=[O:17])[CH2:13][CH:14]([CH3:16])[CH3:15])=[C:5]2O.P(Cl)(Cl)([Cl:21])=O.C(=O)(O)[O-].[Na+].C(OCC)(=O)C. No catalyst specified. The product is [Br:1][C:2]1[CH:3]=[C:4]2[C:9](=[CH:10][CH:11]=1)[N:8]=[CH:7][C:6]([C:12](=[O:17])[CH2:13][CH:14]([CH3:16])[CH3:15])=[C:5]2[Cl:21]. The yield is 0.980.